Dataset: Catalyst prediction with 721,799 reactions and 888 catalyst types from USPTO. Task: Predict which catalyst facilitates the given reaction. (1) Reactant: [C:1]([O:5][C:6]([N:8]([CH2:10][C:11]1([C:17]([O:19]C)=[O:18])[CH2:16][CH2:15][O:14][CH2:13][CH2:12]1)[CH3:9])=[O:7])([CH3:4])([CH3:3])[CH3:2].O.[OH-].[Na+]. Product: [C:1]([O:5][C:6]([N:8]([CH2:10][C:11]1([C:17]([OH:19])=[O:18])[CH2:12][CH2:13][O:14][CH2:15][CH2:16]1)[CH3:9])=[O:7])([CH3:4])([CH3:2])[CH3:3]. The catalyst class is: 5. (2) Reactant: [C:1]([N:4]1[CH2:9][CH2:8][N:7]([C:10]2[CH:11]=[CH:12][C:13]([NH:16][C:17](=[O:26])[CH2:18][C:19]3[CH:24]=[CH:23][C:22](I)=[CH:21][CH:20]=3)=[N:14][CH:15]=2)[CH2:6][CH2:5]1)(=[O:3])[CH3:2].[F:27][C:28]1[CH:33]=[C:32](B(O)O)[CH:31]=[CH:30][N:29]=1.C([O-])([O-])=O.[Na+].[Na+].C(O)C. Product: [C:1]([N:4]1[CH2:9][CH2:8][N:7]([C:10]2[CH:11]=[CH:12][C:13]([NH:16][C:17](=[O:26])[CH2:18][C:19]3[CH:24]=[CH:23][C:22]([C:32]4[CH:31]=[CH:30][N:29]=[C:28]([F:27])[CH:33]=4)=[CH:21][CH:20]=3)=[N:14][CH:15]=2)[CH2:6][CH2:5]1)(=[O:3])[CH3:2]. The catalyst class is: 206.